This data is from Full USPTO retrosynthesis dataset with 1.9M reactions from patents (1976-2016). The task is: Predict the reactants needed to synthesize the given product. (1) The reactants are: Cl[C:2]1[C:11]([C:12]([F:15])([F:14])[F:13])=[N:10][C:9]2[C:4](=[CH:5][CH:6]=[C:7]([O:16][CH3:17])[CH:8]=2)[N:3]=1.[C:18]([C:21]1[CH:26]=[CH:25][C:24](B(O)O)=[C:23]([F:30])[CH:22]=1)([OH:20])=[O:19]. Given the product [F:30][C:23]1[CH:22]=[C:21]([CH:26]=[CH:25][C:24]=1[C:2]1[C:11]([C:12]([F:15])([F:14])[F:13])=[N:10][C:9]2[C:4](=[CH:5][CH:6]=[C:7]([O:16][CH3:17])[CH:8]=2)[N:3]=1)[C:18]([OH:20])=[O:19], predict the reactants needed to synthesize it. (2) Given the product [Cl:8][C:9]1[CH:14]=[CH:13][CH:12]=[CH:11][C:10]=1[C:15]1[N:16]=[C:17]([C@H:31]2[N:35]([CH3:36])[C:34](=[O:37])[C@@H:33]([CH2:38][N:39]3[CH2:40][CH2:41][CH2:42][CH2:43][CH2:44]3)[CH2:32]2)[NH:18][CH:19]=1, predict the reactants needed to synthesize it. The reactants are: FC(F)(F)C(O)=O.[Cl:8][C:9]1[CH:14]=[CH:13][CH:12]=[CH:11][C:10]=1[C:15]1[N:16]=[C:17]([CH:31]2[N:35]([CH3:36])[C:34](=[O:37])[CH:33]([CH2:38][N:39]3[CH2:44][CH2:43][CH2:42][CH2:41][CH2:40]3)[CH2:32]2)[N:18](CC2C=CC(OC)=CC=2OC)[CH:19]=1. (3) Given the product [CH:15]([N:13]([CH3:14])[C@@H:10]1[CH2:11][CH2:12][C@H:7]([N:4]2[CH2:5][CH2:6][C@H:2]([NH:1][C:35]([C:33]3[CH:32]=[C:28]([CH:27]=[C:26]([C:22]([CH3:25])([CH3:24])[CH3:23])[CH:34]=3)[C:29]([OH:31])=[O:30])=[O:36])[C:3]2=[O:21])[C@H:8]([CH2:18][CH2:19][CH3:20])[CH2:9]1)([CH3:16])[CH3:17], predict the reactants needed to synthesize it. The reactants are: [NH2:1][C@H:2]1[CH2:6][CH2:5][N:4]([C@H:7]2[CH2:12][CH2:11][C@@H:10]([N:13]([CH:15]([CH3:17])[CH3:16])[CH3:14])[CH2:9][C@H:8]2[CH2:18][CH2:19][CH3:20])[C:3]1=[O:21].[C:22]([C:26]1[CH:27]=[C:28]([CH:32]=[C:33]([C:35](OC)=[O:36])[CH:34]=1)[C:29]([OH:31])=[O:30])([CH3:25])([CH3:24])[CH3:23].[Li+].[OH-].CO. (4) Given the product [CH3:1][O:2][C:3]1[CH:4]=[C:5]2[C:8](=[CH:9][C:10]=1[O:11][CH3:12])[C@@H:7]([CH2:13][N:14]([CH3:15])[CH2:29][CH2:28][CH2:27][N:24]1[C:23](=[O:31])[CH2:22][C:21]3[CH:32]=[C:33]([O:34][CH3:35])[C:18]([O:17][CH3:16])=[CH:19][C:20]=3[CH2:26][CH2:25]1)[CH2:6]2, predict the reactants needed to synthesize it. The reactants are: [CH3:1][O:2][C:3]1[CH:4]=[C:5]2[C:8](=[CH:9][C:10]=1[O:11][CH3:12])[C@@H:7]([CH2:13][NH:14][CH3:15])[CH2:6]2.[CH3:16][O:17][C:18]1[C:33]([O:34][CH3:35])=[CH:32][C:21]2[CH2:22][C:23](=[O:31])[N:24]([CH2:27][CH2:28][CH:29]=O)[CH2:25][CH2:26][C:20]=2[CH:19]=1. (5) Given the product [C:18]([O:22][C:23](=[O:34])[NH:24][C@@H:25]([C:27]1[CH:28]=[CH:29][C:30]([C:14]2[C:9]([O:8][CH3:7])=[N:10][CH:11]=[CH:12][CH:13]=2)=[CH:31][CH:32]=1)[CH3:26])([CH3:19])([CH3:20])[CH3:21], predict the reactants needed to synthesize it. The reactants are: C(=O)([O-])[O-].[Na+].[Na+].[CH3:7][O:8][C:9]1[C:14](B(O)O)=[CH:13][CH:12]=[CH:11][N:10]=1.[C:18]([O:22][C:23](=[O:34])[NH:24][C@@H:25]([C:27]1[CH:32]=[CH:31][C:30](Br)=[CH:29][CH:28]=1)[CH3:26])([CH3:21])([CH3:20])[CH3:19]. (6) Given the product [CH3:1][O:2][C:3]1[CH:4]=[C:5]([NH:13][C:14]([NH:44][C:43]2[CH:45]=[CH:46][CH:47]=[C:41]([S:40][C:28]3[C:27]4[C:32](=[CH:33][C:34]([O:35][CH2:36][CH2:37][O:38][CH3:39])=[C:25]([O:24][CH3:23])[CH:26]=4)[N:31]=[CH:30][N:29]=3)[CH:42]=2)=[O:22])[CH:6]=[CH:7][C:8]=1[C:9]([F:10])([F:11])[F:12], predict the reactants needed to synthesize it. The reactants are: [CH3:1][O:2][C:3]1[CH:4]=[C:5]([NH:13][C:14](=[O:22])OC2C=CC=CC=2)[CH:6]=[CH:7][C:8]=1[C:9]([F:12])([F:11])[F:10].[CH3:23][O:24][C:25]1[CH:26]=[C:27]2[C:32](=[CH:33][C:34]=1[O:35][CH2:36][CH2:37][O:38][CH3:39])[N:31]=[CH:30][N:29]=[C:28]2[S:40][C:41]1[CH:42]=[C:43]([CH:45]=[CH:46][CH:47]=1)[NH2:44].C(N(C(C)C)CC)(C)C. (7) Given the product [CH:1]1([C:4]2[N:8]([CH3:9])[C:7]3[CH:10]=[C:11]([N:14]4[CH:19]=[CH:18][C:17]([O:20][CH2:27][C:24]5[CH:25]=[CH:26][S:22][CH:23]=5)=[CH:16][C:15]4=[O:21])[CH:12]=[CH:13][C:6]=3[N:5]=2)[CH2:2][CH2:3]1, predict the reactants needed to synthesize it. The reactants are: [CH:1]1([C:4]2[N:8]([CH3:9])[C:7]3[CH:10]=[C:11]([N:14]4[CH:19]=[CH:18][C:17]([OH:20])=[CH:16][C:15]4=[O:21])[CH:12]=[CH:13][C:6]=3[N:5]=2)[CH2:3][CH2:2]1.[S:22]1[CH:26]=[CH:25][C:24]([CH2:27]O)=[CH:23]1.C(P(CCCC)CCCC)CCC.N(C(N1CCCCC1)=O)=NC(N1CCCCC1)=O. (8) Given the product [Cl:9][C:10]1[C:15]([CH3:16])=[C:14]([O:8][C:7]2[C:2]([CH3:1])=[N:3][CH:4]=[CH:5][CH:6]=2)[N:13]=[CH:12][N:11]=1, predict the reactants needed to synthesize it. The reactants are: [CH3:1][C:2]1[C:7]([OH:8])=[CH:6][CH:5]=[CH:4][N:3]=1.[Cl:9][C:10]1[C:15]([CH3:16])=[C:14](Cl)[N:13]=[CH:12][N:11]=1.CC(N(C)C)=O.C(=O)([O-])[O-].[K+].[K+].